This data is from TCR-epitope binding with 47,182 pairs between 192 epitopes and 23,139 TCRs. The task is: Binary Classification. Given a T-cell receptor sequence (or CDR3 region) and an epitope sequence, predict whether binding occurs between them. (1) The epitope is MMISAGFSL. The TCR CDR3 sequence is CASSPGTSGSMMGEQFF. Result: 0 (the TCR does not bind to the epitope). (2) The epitope is TPRVTGGGAM. The TCR CDR3 sequence is CASSIIGHSNQPQHF. Result: 0 (the TCR does not bind to the epitope). (3) The epitope is ELAGIGILTV. The TCR CDR3 sequence is CTSSQAPFWASNQPQHF. Result: 0 (the TCR does not bind to the epitope).